Dataset: NCI-60 drug combinations with 297,098 pairs across 59 cell lines. Task: Regression. Given two drug SMILES strings and cell line genomic features, predict the synergy score measuring deviation from expected non-interaction effect. (1) Drug 1: C(=O)(N)NO. Drug 2: COCCOC1=C(C=C2C(=C1)C(=NC=N2)NC3=CC=CC(=C3)C#C)OCCOC.Cl. Cell line: IGROV1. Synergy scores: CSS=12.6, Synergy_ZIP=3.07, Synergy_Bliss=3.45, Synergy_Loewe=-7.03, Synergy_HSA=1.95. (2) Drug 1: CS(=O)(=O)CCNCC1=CC=C(O1)C2=CC3=C(C=C2)N=CN=C3NC4=CC(=C(C=C4)OCC5=CC(=CC=C5)F)Cl. Drug 2: C1C(C(OC1N2C=NC3=C2NC=NCC3O)CO)O. Cell line: K-562. Synergy scores: CSS=0.759, Synergy_ZIP=3.97, Synergy_Bliss=7.34, Synergy_Loewe=4.61, Synergy_HSA=3.60. (3) Drug 1: CC1C(C(CC(O1)OC2CC(CC3=C2C(=C4C(=C3O)C(=O)C5=C(C4=O)C(=CC=C5)OC)O)(C(=O)CO)O)N)O.Cl. Drug 2: CN(C(=O)NC(C=O)C(C(C(CO)O)O)O)N=O. Cell line: HOP-62. Synergy scores: CSS=-3.79, Synergy_ZIP=7.56, Synergy_Bliss=11.4, Synergy_Loewe=1.04, Synergy_HSA=2.59. (4) Drug 1: CC1C(C(=O)NC(C(=O)N2CCCC2C(=O)N(CC(=O)N(C(C(=O)O1)C(C)C)C)C)C(C)C)NC(=O)C3=C4C(=C(C=C3)C)OC5=C(C(=O)C(=C(C5=N4)C(=O)NC6C(OC(=O)C(N(C(=O)CN(C(=O)C7CCCN7C(=O)C(NC6=O)C(C)C)C)C)C(C)C)C)N)C. Drug 2: C1C(C(OC1N2C=NC3=C2NC=NCC3O)CO)O. Cell line: SK-MEL-5. Synergy scores: CSS=25.4, Synergy_ZIP=-8.07, Synergy_Bliss=-5.37, Synergy_Loewe=-23.4, Synergy_HSA=-4.67. (5) Drug 1: CC1=C(C=C(C=C1)NC2=NC=CC(=N2)N(C)C3=CC4=NN(C(=C4C=C3)C)C)S(=O)(=O)N.Cl. Drug 2: C1=CC=C(C=C1)NC(=O)CCCCCCC(=O)NO. Cell line: MCF7. Synergy scores: CSS=12.2, Synergy_ZIP=-2.94, Synergy_Bliss=2.00, Synergy_Loewe=-14.4, Synergy_HSA=-0.629. (6) Drug 1: CCCCCOC(=O)NC1=NC(=O)N(C=C1F)C2C(C(C(O2)C)O)O. Drug 2: C1CN(CCN1C(=O)CCBr)C(=O)CCBr. Cell line: NCI-H460. Synergy scores: CSS=39.3, Synergy_ZIP=9.87, Synergy_Bliss=9.15, Synergy_Loewe=-6.54, Synergy_HSA=8.66. (7) Drug 1: CC1=CC=C(C=C1)C2=CC(=NN2C3=CC=C(C=C3)S(=O)(=O)N)C(F)(F)F. Drug 2: CC1=C(C(CCC1)(C)C)C=CC(=CC=CC(=CC(=O)O)C)C. Cell line: UACC62. Synergy scores: CSS=2.60, Synergy_ZIP=2.12, Synergy_Bliss=-1.06, Synergy_Loewe=-2.07, Synergy_HSA=-1.63.